From a dataset of Full USPTO retrosynthesis dataset with 1.9M reactions from patents (1976-2016). Predict the reactants needed to synthesize the given product. Given the product [C:1]1([S:7]([C:10]2[CH:11]=[CH:12][C:13]([CH2:16][NH:17][C:19](=[O:20])[O:21][C:22]3[CH:23]=[CH:24][C:25]([N+:28]([O-:30])=[O:29])=[CH:26][CH:27]=3)=[N:14][CH:15]=2)(=[O:8])=[O:9])[CH:2]=[CH:3][CH:4]=[CH:5][CH:6]=1, predict the reactants needed to synthesize it. The reactants are: [C:1]1([S:7]([C:10]2[CH:11]=[CH:12][C:13]([CH2:16][NH2:17])=[N:14][CH:15]=2)(=[O:9])=[O:8])[CH:6]=[CH:5][CH:4]=[CH:3][CH:2]=1.Cl[C:19]([O:21][C:22]1[CH:27]=[CH:26][C:25]([N+:28]([O-:30])=[O:29])=[CH:24][CH:23]=1)=[O:20].C(N(CC)CC)C.O.